Dataset: Catalyst prediction with 721,799 reactions and 888 catalyst types from USPTO. Task: Predict which catalyst facilitates the given reaction. (1) Product: [F:39][C:34]1[CH:35]=[CH:36][CH:37]=[CH:38][C:33]=1[CH2:32][N:28]1[C:29]2[C:25](=[CH:24][C:23]([NH:22][C:7](=[O:9])[CH2:6][CH:2]3[CH2:3][CH2:4][CH2:5][O:1]3)=[CH:31][CH:30]=2)[CH:26]=[C:27]1[C:40]([NH:42][C:43]1[CH:44]=[CH:45][C:46]([NH:49][C:50](=[O:56])[O:51][C:52]([CH3:55])([CH3:54])[CH3:53])=[CH:47][CH:48]=1)=[O:41]. Reactant: [O:1]1[CH2:5][CH2:4][CH2:3][CH:2]1[CH2:6][C:7]([OH:9])=O.CN(C)CCCN=C=NCC.Cl.[NH2:22][C:23]1[CH:24]=[C:25]2[C:29](=[CH:30][CH:31]=1)[N:28]([CH2:32][C:33]1[CH:38]=[CH:37][CH:36]=[CH:35][C:34]=1[F:39])[C:27]([C:40]([NH:42][C:43]1[CH:48]=[CH:47][C:46]([NH:49][C:50](=[O:56])[O:51][C:52]([CH3:55])([CH3:54])[CH3:53])=[CH:45][CH:44]=1)=[O:41])=[CH:26]2. The catalyst class is: 456. (2) Reactant: [F:1][CH:2]([F:13])[O:3][C:4]1[CH:9]=[CH:8][C:7]([CH2:10][CH:11]=[O:12])=[CH:6][CH:5]=1.[BH4-].[Na+]. Product: [F:1][CH:2]([F:13])[O:3][C:4]1[CH:5]=[CH:6][C:7]([CH2:10][CH2:11][OH:12])=[CH:8][CH:9]=1. The catalyst class is: 8. (3) Reactant: [Si:1]([CH:5]=[N+:6]=[N-:7])([CH3:4])([CH3:3])[CH3:2].[Li]CCCC.[CH3:13][N:14]1[CH:18]=[C:17]([C:19]2[CH:24]=[C:23]([C:25]#[N:26])[CH:22]=[CH:21][N:20]=2)[N:16]=[CH:15]1.[NH4+].[Cl-]. Product: [CH3:2][Si:1]([CH3:4])([CH3:3])[C:5]1[NH:6][N:7]=[N:26][C:25]=1[C:23]1[CH:22]=[CH:21][N:20]=[C:19]([C:17]2[N:16]=[CH:15][N:14]([CH3:13])[CH:18]=2)[CH:24]=1. The catalyst class is: 1.